Dataset: Full USPTO retrosynthesis dataset with 1.9M reactions from patents (1976-2016). Task: Predict the reactants needed to synthesize the given product. (1) The reactants are: [Cl:1][C:2]1[N:7]=[C:6]([NH:8][CH2:9][CH2:10][CH2:11][OH:12])[CH:5]=[CH:4][C:3]=1[C:13]([F:16])([F:15])[F:14].O[C:18]1[CH:19]=[C:20]2[C:24](=[CH:25][CH:26]=1)[C@H:23]([CH2:27][C:28]([O:30][CH2:31][CH3:32])=[O:29])[CH2:22][CH2:21]2.C1(P(C2C=CC=CC=2)C2C=CC=CC=2)C=CC=CC=1.N(C(N1CCCCC1)=O)=NC(N1CCCCC1)=O. Given the product [Cl:1][C:2]1[N:7]=[C:6]([NH:8][CH2:9][CH2:10][CH2:11][O:12][C:18]2[CH:19]=[C:20]3[C:24](=[CH:25][CH:26]=2)[C@H:23]([CH2:27][C:28]([O:30][CH2:31][CH3:32])=[O:29])[CH2:22][CH2:21]3)[CH:5]=[CH:4][C:3]=1[C:13]([F:16])([F:14])[F:15], predict the reactants needed to synthesize it. (2) Given the product [CH3:1][N:2]1[CH2:7][CH2:6][N:5]([C:8]2[CH:15]=[CH:14][CH:13]=[CH:12][C:9]=2[CH:10]=[C:26]2[CH2:27][CH2:28][N:24]([C:21]3[CH:20]=[CH:19][C:18]([C:17]([F:31])([F:16])[F:30])=[CH:23][CH:22]=3)[C:25]2=[O:29])[CH2:4][CH2:3]1, predict the reactants needed to synthesize it. The reactants are: [CH3:1][N:2]1[CH2:7][CH2:6][N:5]([C:8]2[CH:15]=[CH:14][CH:13]=[CH:12][C:9]=2[CH:10]=O)[CH2:4][CH2:3]1.[F:16][C:17]([F:31])([F:30])[C:18]1[CH:23]=[CH:22][C:21]([N:24]2[CH2:28][CH2:27][CH2:26][C:25]2=[O:29])=[CH:20][CH:19]=1.O.